This data is from Reaction yield outcomes from USPTO patents with 853,638 reactions. The task is: Predict the reaction yield, written as a fraction of the theoretical maximum amount of product (1.0 means a 100% yield; for example, 0.34 means a 34% yield). (1) The catalyst is C1(C)C=CC=CC=1. The reactants are [Cl:1][C:2]([F:11])([F:10])[C:3](=O)/[CH:4]=[CH:5]/OCC.C[N:13](C)[CH:14]=[CH:15][C:16]#[N:17].C([O-])(=O)C.[NH4+].O. The product is [Cl:1][C:2]([F:10])([F:11])[C:3]1[CH:4]=[CH:5][C:15]([C:16]#[N:17])=[CH:14][N:13]=1. The yield is 0.410. (2) The reactants are [OH:1][C:2]1[CH:9]=[CH:8][C:5]([CH:6]=[O:7])=[CH:4][CH:3]=1.Br[CH2:11][CH:12]1[CH2:17][CH2:16][CH2:15][CH2:14][CH2:13]1.C([O-])([O-])=O.[K+].[K+]. The catalyst is CC#N. The product is [CH:12]1([CH2:11][O:1][C:2]2[CH:9]=[CH:8][C:5]([CH:6]=[O:7])=[CH:4][CH:3]=2)[CH2:17][CH2:16][CH2:15][CH2:14][CH2:13]1. The yield is 0.820. (3) The reactants are [I:1][C:2]1[CH:3]=[C:4]([C:7]([NH:9][CH2:10]/[CH:11]=[CH:12]/[C:13]([O:15][CH2:16][CH3:17])=[O:14])=[O:8])[NH:5][CH:6]=1. The catalyst is C(#N)C. The product is [I:1][C:2]1[CH:3]=[C:4]2[C:7](=[O:8])[NH:9][CH2:10][CH:11]([CH2:12][C:13]([O:15][CH2:16][CH3:17])=[O:14])[N:5]2[CH:6]=1. The yield is 0.790. (4) The reactants are [Cl:1][C:2]1[CH:28]=[CH:27][CH:26]=[C:25]([Cl:29])[C:3]=1[C:4]([NH:6][C@H:7]([C:21]([O:23]C)=[O:22])[CH2:8][C:9]1[CH:14]=[CH:13][C:12]([C:15]2[CH2:16][CH2:17][NH:18][CH2:19][CH:20]=2)=[CH:11][CH:10]=1)=[O:5].C(N(CC)CC)C.[C:37]1([CH2:43][CH2:44][C:45](O)=[O:46])[CH:42]=[CH:41][CH:40]=[CH:39][CH:38]=1.CN(C(ON1N=NC2C=CC=NC1=2)=[N+](C)C)C.F[P-](F)(F)(F)(F)F. The catalyst is CN(C=O)C. The product is [Cl:1][C:2]1[CH:28]=[CH:27][CH:26]=[C:25]([Cl:29])[C:3]=1[C:4]([NH:6][C@H:7]([C:21]([OH:23])=[O:22])[CH2:8][C:9]1[CH:14]=[CH:13][C:12]([C:15]2[CH2:16][CH2:17][N:18]([C:45](=[O:46])[CH2:44][CH2:43][C:37]3[CH:42]=[CH:41][CH:40]=[CH:39][CH:38]=3)[CH2:19][CH:20]=2)=[CH:11][CH:10]=1)=[O:5]. The yield is 0.400.